This data is from Forward reaction prediction with 1.9M reactions from USPTO patents (1976-2016). The task is: Predict the product of the given reaction. The product is: [O:29]=[C:27]1[NH:26][C:25](=[O:30])[CH:24]([CH2:23][C:22]2[CH:31]=[CH:32][C:19]([O:18][CH2:17][C:15]3[N:14]([CH3:33])[C:13]4[CH:34]=[C:9]([O:8][C:7]5[CH:35]=[CH:36][C:4]([NH:3][C:48]([NH:47][C:37]6[C:46]7[C:41](=[CH:42][CH:43]=[CH:44][CH:45]=7)[CH:40]=[CH:39][CH:38]=6)=[S:49])=[CH:5][CH:6]=5)[CH:10]=[CH:11][C:12]=4[N:16]=3)=[CH:20][CH:21]=2)[S:28]1. Given the reactants Cl.Cl.[NH2:3][C:4]1[CH:36]=[CH:35][C:7]([O:8][C:9]2[CH:10]=[CH:11][C:12]3[N:16]=[C:15]([CH2:17][O:18][C:19]4[CH:32]=[CH:31][C:22]([CH2:23][CH:24]5[S:28][C:27](=[O:29])[NH:26][C:25]5=[O:30])=[CH:21][CH:20]=4)[N:14]([CH3:33])[C:13]=3[CH:34]=2)=[CH:6][CH:5]=1.[C:37]1([N:47]=[C:48]=[S:49])[C:46]2[C:41](=[CH:42][CH:43]=[CH:44][CH:45]=2)[CH:40]=[CH:39][CH:38]=1.C(N(CC)CC)C, predict the reaction product.